This data is from Full USPTO retrosynthesis dataset with 1.9M reactions from patents (1976-2016). The task is: Predict the reactants needed to synthesize the given product. (1) The reactants are: [C:1]([O:5][C:6]([N:8]1[CH2:11][CH:10]([CH2:12][N:13]2[C:21]3[C:16](=[CH:17][CH:18]=[C:19]([F:22])[CH:20]=3)[C:15]([C:23]3[N:24]=[C:25]4[C:31]([C:32](O)=[O:33])=[CH:30][N:29]([CH2:35][O:36][CH2:37][CH2:38][Si:39]([CH3:42])([CH3:41])[CH3:40])[C:26]4=[N:27][CH:28]=3)=[N:14]2)[CH2:9]1)=[O:7])([CH3:4])([CH3:3])[CH3:2].[CH3:43][C:44]([NH2:47])([CH3:46])[CH3:45].CN(C(ON1N=NC2C=CC=NC1=2)=[N+](C)C)C.F[P-](F)(F)(F)(F)F.C(NC(C)C)(C)C. Given the product [C:44]([NH:47][C:32]([C:31]1[C:25]2[C:26](=[N:27][CH:28]=[C:23]([C:15]3[C:16]4[C:21](=[CH:20][C:19]([F:22])=[CH:18][CH:17]=4)[N:13]([CH2:12][CH:10]4[CH2:11][N:8]([C:6]([O:5][C:1]([CH3:3])([CH3:4])[CH3:2])=[O:7])[CH2:9]4)[N:14]=3)[N:24]=2)[N:29]([CH2:35][O:36][CH2:37][CH2:38][Si:39]([CH3:40])([CH3:41])[CH3:42])[CH:30]=1)=[O:33])([CH3:46])([CH3:45])[CH3:43], predict the reactants needed to synthesize it. (2) Given the product [CH2:1]([NH:8][C:9]([N:21]1[CH2:22][CH2:23][C:18]2[C:17](=[O:24])[O:16][C:15]([CH2:25][CH:26]([CH3:28])[CH3:27])([CH2:11][CH:12]([CH3:14])[CH3:13])[C:19]=2[CH2:20]1)=[O:10])[C:2]1[CH:7]=[CH:6][CH:5]=[CH:4][CH:3]=1, predict the reactants needed to synthesize it. The reactants are: [CH2:1]([N:8]=[C:9]=[O:10])[C:2]1[CH:7]=[CH:6][CH:5]=[CH:4][CH:3]=1.[CH2:11]([C:15]1([CH2:25][CH:26]([CH3:28])[CH3:27])[C:19]2[CH2:20][NH:21][CH2:22][CH2:23][C:18]=2[C:17](=[O:24])[O:16]1)[CH:12]([CH3:14])[CH3:13]. (3) Given the product [NH2:3][O:12][C@@H:13]([CH3:21])[C:14]([O:16][C:17]([CH3:20])([CH3:19])[CH3:18])=[O:15], predict the reactants needed to synthesize it. The reactants are: O=C1C2C(=CC=CC=2)C(=O)[N:3]1[O:12][C@@H:13]([CH3:21])[C:14]([O:16][C:17]([CH3:20])([CH3:19])[CH3:18])=[O:15].CNN.